Dataset: Full USPTO retrosynthesis dataset with 1.9M reactions from patents (1976-2016). Task: Predict the reactants needed to synthesize the given product. (1) Given the product [CH:17]1([N:23]2[CH:27]=[CH:26][C:25]([O:28][CH2:2][C:3]3[C:8]([CH3:9])=[CH:7][CH:6]=[CH:5][C:4]=3[N:10]3[C:14](=[O:15])[N:13]([CH3:16])[N:12]=[N:11]3)=[N:24]2)[CH2:18][CH2:19][CH2:20][CH2:21][CH2:22]1, predict the reactants needed to synthesize it. The reactants are: Br[CH2:2][C:3]1[C:8]([CH3:9])=[CH:7][CH:6]=[CH:5][C:4]=1[N:10]1[C:14](=[O:15])[N:13]([CH3:16])[N:12]=[N:11]1.[CH:17]1([N:23]2[CH:27]=[CH:26][C:25]([OH:28])=[N:24]2)[CH2:22][CH2:21][CH2:20][CH2:19][CH2:18]1.C(=O)([O-])[O-].[Cs+].[Cs+].CN(C)C=O. (2) Given the product [CH2:27]1[C:36]2[C:31](=[CH:32][CH:33]=[CH:34][CH:35]=2)[CH2:30][CH2:29][N:28]1[CH2:6][CH2:7][CH2:8][N:9]1[CH2:13][CH2:12][N:11]([CH2:14][CH2:15][N:16]2[CH2:21][CH2:20][CH2:19][CH2:18][CH2:17]2)[C:10]1=[C:22]([C:25]#[N:26])[C:23]#[N:24], predict the reactants needed to synthesize it. The reactants are: CS(O[CH2:6][CH2:7][CH2:8][N:9]1[CH2:13][CH2:12][N:11]([CH2:14][CH2:15][N:16]2[CH2:21][CH2:20][CH2:19][CH2:18][CH2:17]2)[C:10]1=[C:22]([C:25]#[N:26])[C:23]#[N:24])(=O)=O.[CH2:27]1[C:36]2[C:31](=[CH:32][CH:33]=[CH:34][CH:35]=2)[CH2:30][CH2:29][NH:28]1.[I-].[K+].O. (3) Given the product [Cl:1][C:2]1[CH:7]=[C:6]([Cl:8])[CH:5]=[CH:4][C:3]=1[CH2:9][N:10]1[C:11]([OH:31])=[C:12]([C:27]([NH:37][CH2:32][C:33]([CH3:36])([CH3:35])[CH3:34])=[O:28])[C:13]([OH:26])=[C:14]([C:17]([NH:19][CH2:20][C:21]([OH:23])=[O:22])=[O:18])[C:15]1=[O:16], predict the reactants needed to synthesize it. The reactants are: [Cl:1][C:2]1[CH:7]=[C:6]([Cl:8])[CH:5]=[CH:4][C:3]=1[CH2:9][N:10]1[C:15](=[O:16])[C:14]([C:17]([NH:19][CH2:20][C:21]([O:23]CC)=[O:22])=[O:18])=[C:13]([OH:26])[C:12]([C:27](OC)=[O:28])=[C:11]1[OH:31].[CH2:32]([NH2:37])[C:33]([CH3:36])([CH3:35])[CH3:34]. (4) Given the product [Cl:1][C:2]1[C:26]([C:27]([F:28])([F:29])[F:30])=[CH:25][C:5]2[NH:6][C:7](=[O:24])[CH2:8][C:9]([C:11]3[CH:16]=[CH:15][CH:14]=[C:13]([N:17]4[C:21]([CH2:22][NH:39][CH:36]5[CH2:38][CH2:37]5)=[N:20][CH:19]=[N:18]4)[CH:12]=3)=[N:10][C:4]=2[CH:3]=1, predict the reactants needed to synthesize it. The reactants are: [Cl:1][C:2]1[C:26]([C:27]([F:30])([F:29])[F:28])=[CH:25][C:5]2[NH:6][C:7](=[O:24])[CH2:8][C:9]([C:11]3[CH:16]=[CH:15][CH:14]=[C:13]([N:17]4[C:21]([CH2:22]O)=[N:20][CH:19]=[N:18]4)[CH:12]=3)=[N:10][C:4]=2[CH:3]=1.S(Cl)(Cl)=O.[Cl-].[CH:36]1([NH2:39])[CH2:38][CH2:37]1. (5) Given the product [CH3:116][O:115][C:112]1[CH:113]=[CH:114][C:109]([C:78]([C:75]2[CH:76]=[CH:77][C:72]([O:71][CH3:70])=[CH:73][CH:74]=2)([C:103]2[CH:108]=[CH:107][CH:106]=[CH:105][CH:104]=2)[O:79][CH2:80][C@H:81]2[O:85][C@@:84]([C:94](=[O:96])[NH2:95])([N:86]3[CH:93]=[CH:92][C:90](=[O:91])[NH:89][C:87]3=[O:88])[C@H:83]([OH:97])[C@@H:82]2[O:102][C:1]([CH3:4])([CH3:3])[CH3:2])=[CH:110][CH:111]=1, predict the reactants needed to synthesize it. The reactants are: [CH:1]([C@H:4]1COC(C2C=CC=C(C3OC[C@H:2]([CH:1]([CH3:4])[CH3:3])N=3)N=2)=N1)([CH3:3])[CH3:2].COC1C=CC(C(C2C=CC(OC)=CC=2)(C2C=CC=CC=2)OC[C@H]2O[C@@H](N3C=CC(=O)NC3=O)[C@H](O)[C@@H]2O)=CC=1.C(N=C=O)(C)(C)C.[CH3:70][O:71][C:72]1[CH:77]=[CH:76][C:75]([C:78]([C:109]2[CH:114]=[CH:113][C:112]([O:115][CH3:116])=[CH:111][CH:110]=2)([C:103]2[CH:108]=[CH:107][CH:106]=[CH:105][CH:104]=2)[O:79][CH2:80][C@H:81]2[O:85][C@@:84]([C:94](=[O:96])[NH2:95])([N:86]3[CH:93]=[CH:92][C:90](=[O:91])[NH:89][C:87]3=[O:88])[C@H:83]([O:97]C(C)(C)C)[C@@H:82]2[OH:102])=[CH:74][CH:73]=1. (6) Given the product [C:1]([O:5][C:6](=[O:34])[C@@H:7]([CH:31]([CH3:33])[CH3:32])[N:8]([CH2:26][CH2:27][CH:28]([CH3:29])[CH3:30])[S:9]([C:12]1[CH:21]=[CH:20][C:19]2[C:14](=[CH:15][CH:16]=[C:17]([OH:22])[CH:18]=2)[CH:13]=1)(=[O:11])=[O:10])([CH3:3])([CH3:4])[CH3:2], predict the reactants needed to synthesize it. The reactants are: [C:1]([O:5][C:6](=[O:34])[C@@H:7]([CH:31]([CH3:33])[CH3:32])[N:8]([CH2:26][CH2:27][CH:28]([CH3:30])[CH3:29])[S:9]([C:12]1[CH:21]=[CH:20][C:19]2[C:14](=[CH:15][CH:16]=[C:17]([O:22]C(=O)C)[CH:18]=2)[CH:13]=1)(=[O:11])=[O:10])([CH3:4])([CH3:3])[CH3:2].C(=O)([O-])[O-].[K+].[K+]. (7) Given the product [CH3:1][C:2]1([CH3:26])[S:8][C:7]2[CH:9]=[CH:10][C:11]([C:13]([OH:15])=[O:14])=[CH:12][C:6]=2[N:5]([S:17]([C:20]2[CH:25]=[CH:24][CH:23]=[CH:22][CH:21]=2)(=[O:18])=[O:19])[CH2:4][CH2:3]1, predict the reactants needed to synthesize it. The reactants are: [CH3:1][C:2]1([CH3:26])[S:8][C:7]2[CH:9]=[CH:10][C:11]([C:13]([O:15]C)=[O:14])=[CH:12][C:6]=2[N:5]([S:17]([C:20]2[CH:25]=[CH:24][CH:23]=[CH:22][CH:21]=2)(=[O:19])=[O:18])[CH2:4][CH2:3]1.[OH-].[Li+]. (8) Given the product [CH3:28][O:29][C:30](=[O:40])[CH2:31][C:32]1[CH:37]=[CH:36][C:35]([CH2:38][N:22]([C:19]2[CH:20]=[CH:21][C:16]([O:15][CH2:14][C:13]3[N:9]([C:3]4[C:4]([Cl:8])=[CH:5][CH:6]=[CH:7][C:2]=4[Cl:1])[N:10]=[CH:11][C:12]=3[CH:25]([CH3:27])[CH3:26])=[CH:17][C:18]=2[CH3:24])[CH3:23])=[CH:34][CH:33]=1, predict the reactants needed to synthesize it. The reactants are: [Cl:1][C:2]1[CH:7]=[CH:6][CH:5]=[C:4]([Cl:8])[C:3]=1[N:9]1[C:13]([CH2:14][O:15][C:16]2[CH:21]=[CH:20][C:19]([NH:22][CH3:23])=[C:18]([CH3:24])[CH:17]=2)=[C:12]([CH:25]([CH3:27])[CH3:26])[CH:11]=[N:10]1.[CH3:28][O:29][C:30](=[O:40])[CH2:31][C:32]1[CH:37]=[CH:36][C:35]([CH2:38]Br)=[CH:34][CH:33]=1.C(=O)([O-])[O-].[Cs+].[Cs+]. (9) The reactants are: [Na+].[I-].[C:3]1([C:9]2[NH:13][N:12]=[N:11][N:10]=2)[CH:8]=[CH:7][CH:6]=[CH:5][CH:4]=1.C([O-])([O-])=O.[Cs+].[Cs+].[C:20]([N:28]1[CH2:31][C:30]([CH2:37]Cl)([C:32]([O:34]CC)=[O:33])[CH2:29]1)(=[O:27])[C:21]1[CH:26]=[CH:25][CH:24]=[CH:23][CH:22]=1.[Li+].[OH-].Cl. Given the product [C:20]([N:28]1[CH2:29][C:30]([CH2:37][N:11]2[N:12]=[N:13][C:9]([C:3]3[CH:4]=[CH:5][CH:6]=[CH:7][CH:8]=3)=[N:10]2)([C:32]([OH:34])=[O:33])[CH2:31]1)(=[O:27])[C:21]1[CH:26]=[CH:25][CH:24]=[CH:23][CH:22]=1, predict the reactants needed to synthesize it. (10) Given the product [CH2:18]([O:25][C:26]1[CH:31]=[CH:30][C:29]([NH:32][C:33]([N:15]2[CH2:16][CH2:17][N:12]([C:6]3[C:5]4[C:10](=[CH:11][C:2]([Cl:1])=[CH:3][CH:4]=4)[N:9]=[CH:8][CH:7]=3)[CH2:13][CH2:14]2)=[O:34])=[CH:28][CH:27]=1)[C:19]1[CH:20]=[CH:21][CH:22]=[CH:23][CH:24]=1, predict the reactants needed to synthesize it. The reactants are: [Cl:1][C:2]1[CH:11]=[C:10]2[C:5]([C:6]([N:12]3[CH2:17][CH2:16][NH:15][CH2:14][CH2:13]3)=[CH:7][CH:8]=[N:9]2)=[CH:4][CH:3]=1.[CH2:18]([O:25][C:26]1[CH:31]=[CH:30][C:29]([N:32]=[C:33]=[O:34])=[CH:28][CH:27]=1)[C:19]1[CH:24]=[CH:23][CH:22]=[CH:21][CH:20]=1.CCCCCC.CCOC(C)=O.